Task: Predict the product of the given reaction.. Dataset: Forward reaction prediction with 1.9M reactions from USPTO patents (1976-2016) (1) Given the reactants [C:1]1([C:7]2[N:11]([C:12]3[CH:17]=[CH:16][CH:15]=[CH:14][C:13]=3[F:18])[N:10]=[N:9][C:8]=2[C:19]([OH:21])=O)[CH:6]=[CH:5][CH:4]=[CH:3][CH:2]=1.[F:22][C:23]1[CH:28]=[C:27]([OH:29])[CH:26]=[CH:25][C:24]=1[C:30](=[NH:33])[NH:31]O, predict the reaction product. The product is: [F:22][C:23]1[CH:28]=[C:27]([OH:29])[CH:26]=[CH:25][C:24]=1[C:30]1[N:33]=[C:19]([C:8]2[N:9]=[N:10][N:11]([C:12]3[CH:17]=[CH:16][CH:15]=[CH:14][C:13]=3[F:18])[C:7]=2[C:1]2[CH:2]=[CH:3][CH:4]=[CH:5][CH:6]=2)[O:21][N:31]=1. (2) Given the reactants C(O)(C)C.[CH2:5]=[CH:6][C:7]1[CH:12]=[CH:11][CH:10]=[CH:9][CH:8]=1.[CH:13]([S:21]([O-:24])(=[O:23])=[O:22])=[CH:14][C:15]1[CH:20]=[CH:19][CH:18]=[CH:17][CH:16]=1.[Na+:25].Cl.Cl.N(C(C)(C)C(N)=N)=NC(C)(C)C(N)=N, predict the reaction product. The product is: [CH2:5]=[CH:6][C:7]1[CH:12]=[CH:11][CH:10]=[CH:9][CH:8]=1.[CH:13]([S:21]([O-:24])(=[O:22])=[O:23])=[CH:14][C:15]1[CH:20]=[CH:19][CH:18]=[CH:17][CH:16]=1.[Na+:25]. (3) Given the reactants [C:1]([OH:7])(=[O:6])[CH2:2][C:3]([OH:5])=[O:4].[CH3:8][CH:9]([CH2:11][CH:12](O)[CH3:13])[CH3:10].S(=O)(=O)(O)O.O, predict the reaction product. The product is: [C:1]([O:7][CH:12]([CH3:13])[CH2:11][CH:9]([CH3:10])[CH3:8])(=[O:6])[CH2:2][C:3]([O:5][CH:12]([CH3:13])[CH2:11][CH:9]([CH3:10])[CH3:8])=[O:4]. (4) The product is: [OH2:4].[F:1][C:2]([F:10])([F:9])[C:3]([C:5]([F:8])([F:7])[F:6])=[O:4]. Given the reactants [F:1][C:2]([F:10])([F:9])[C:3]([C:5]([F:8])([F:7])[F:6])=[O:4], predict the reaction product. (5) The product is: [F:13][C:14]1[CH:15]=[C:16]([N+:8]([O-:11])=[O:9])[CH:17]=[C:18]2[C:22]=1[N:21]([CH3:23])[C:20](=[O:24])[CH2:19]2. Given the reactants FC(F)(F)C(O)=O.[N+:8]([O-:11])([O-])=[O:9].[Na+].[F:13][C:14]1[CH:15]=[CH:16][CH:17]=[C:18]2[C:22]=1[N:21]([CH3:23])[C:20](=[O:24])[CH2:19]2, predict the reaction product. (6) Given the reactants [NH2:1][C:2]1[C:10]2[C:9]([C:11]3[CH:16]=[CH:15][C:14]([Cl:17])=[C:13]([Cl:18])[CH:12]=3)=[N:8][C:7](S(C)=O)=[N:6][C:5]=2[S:4][C:3]=1[C:22]([NH2:24])=[O:23].[CH2:25]([NH2:29])[CH:26]([CH3:28])[CH3:27].C1COCC1, predict the reaction product. The product is: [NH2:1][C:2]1[C:10]2[C:9]([C:11]3[CH:16]=[CH:15][C:14]([Cl:17])=[C:13]([Cl:18])[CH:12]=3)=[N:8][C:7]([NH:29][CH2:25][CH:26]([CH3:28])[CH3:27])=[N:6][C:5]=2[S:4][C:3]=1[C:22]([NH2:24])=[O:23]. (7) Given the reactants Cl.Cl.[Cl:3][C:4]1[CH:5]=[C:6]([N:10]2[C:25](=[O:26])[C:14]3[CH:15]=[N:16][C:17]4[C:18]([O:23][CH3:24])=[CH:19][CH:20]=[CH:21][C:22]=4[C:13]=3[N:12]([C@H:27]3[CH2:31][CH2:30][NH:29][CH2:28]3)[C:11]2=[O:32])[CH:7]=[CH:8][CH:9]=1.[CH3:33][S:34](Cl)(=[O:36])=[O:35], predict the reaction product. The product is: [Cl:3][C:4]1[CH:5]=[C:6]([N:10]2[C:25](=[O:26])[C:14]3[CH:15]=[N:16][C:17]4[C:18]([O:23][CH3:24])=[CH:19][CH:20]=[CH:21][C:22]=4[C:13]=3[N:12]([C@H:27]3[CH2:31][CH2:30][N:29]([S:34]([CH3:33])(=[O:36])=[O:35])[CH2:28]3)[C:11]2=[O:32])[CH:7]=[CH:8][CH:9]=1.